Dataset: Full USPTO retrosynthesis dataset with 1.9M reactions from patents (1976-2016). Task: Predict the reactants needed to synthesize the given product. (1) Given the product [F:1][C:2]1[CH:7]=[CH:6][C:5]([CH:8]([N:16]2[CH2:17][CH2:18][N:19]([CH:22]([CH3:24])[CH3:23])[CH2:20][CH2:21]2)[CH2:9][N:10]2[CH2:15][CH2:14][N:13]([C:33](=[O:34])[CH2:32][CH2:31][C:26]3[CH:27]=[CH:28][CH:29]=[CH:30][C:25]=3[C:36]3[CH:41]=[CH:40][CH:39]=[CH:38][CH:37]=3)[CH2:12][CH2:11]2)=[CH:4][CH:3]=1, predict the reactants needed to synthesize it. The reactants are: [F:1][C:2]1[CH:7]=[CH:6][C:5]([CH:8]([N:16]2[CH2:21][CH2:20][N:19]([CH:22]([CH3:24])[CH3:23])[CH2:18][CH2:17]2)[CH2:9][N:10]2[CH2:15][CH2:14][NH:13][CH2:12][CH2:11]2)=[CH:4][CH:3]=1.[C:25]1([C:36]2[CH:41]=[CH:40][CH:39]=[CH:38][CH:37]=2)[CH:30]=[CH:29][CH:28]=[CH:27][C:26]=1[CH2:31][CH2:32][C:33](O)=[O:34].Cl.CNC(NC)CCN=C=NCC.O.ON1C2C=CC=CC=2N=N1.C(=O)(O)[O-].[Na+]. (2) Given the product [OH:12][C:11]1[C:18]2[C:1](=[O:9])[C:2]3[C:3](=[CH:5][CH:6]=[CH:7][CH:8]=3)[S:4][C:17]=2[C:15]([OH:16])=[CH:14][CH:13]=1, predict the reactants needed to synthesize it. The reactants are: [C:1](O)(=[O:9])[C:2]1[C:3](=[CH:5][CH:6]=[CH:7][CH:8]=1)[SH:4].[C:11]1([CH:18]=[CH:17][C:15]([OH:16])=[CH:14][CH:13]=1)[OH:12].C(=O)(O)[O-].[Na+].Cl.